Dataset: Full USPTO retrosynthesis dataset with 1.9M reactions from patents (1976-2016). Task: Predict the reactants needed to synthesize the given product. (1) Given the product [CH2:2]([O:4][C:5]([C:7]1([CH2:21][O:22][C:23]2[CH:28]=[CH:27][C:26]([C:29]3[CH:30]=[CH:31][C:32]([F:35])=[CH:33][CH:34]=3)=[CH:25][CH:24]=2)[CH2:11][CH2:10][NH:9][CH2:8]1)=[O:6])[CH3:3], predict the reactants needed to synthesize it. The reactants are: Cl.[CH2:2]([O:4][C:5]([C:7]1([CH2:21][O:22][C:23]2[CH:28]=[CH:27][C:26]([C:29]3[CH:34]=[CH:33][C:32]([F:35])=[CH:31][CH:30]=3)=[CH:25][CH:24]=2)[CH2:11][CH2:10][N:9](C(=O)C2C=CC(F)=CC=2)[CH2:8]1)=[O:6])[CH3:3]. (2) Given the product [CH3:2][O:3][N:4]([CH3:5])[C:50](=[O:52])[CH2:49][CH:46]1[CH2:45][CH2:44][N:43]([C:41]([O:40][C:36]([CH3:37])([CH3:38])[CH3:39])=[O:42])[CH2:48][CH2:47]1, predict the reactants needed to synthesize it. The reactants are: Cl.[CH3:2][O:3][NH:4][CH3:5].Cl.C(N=C=NCCCN(C)C)C.O.N1(O)C2C=CC=CC=2N=N1.C(N(CC)CC)C.[C:36]([O:40][C:41]([N:43]1[CH2:48][CH2:47][CH:46]([CH2:49][C:50]([OH:52])=O)[CH2:45][CH2:44]1)=[O:42])([CH3:39])([CH3:38])[CH3:37]. (3) Given the product [Cl:1][C:2]1[CH:7]=[CH:6][C:5]([S:8]([NH:11][C:12]2[C:13]([C:18]([N:25]3[CH2:30][CH2:29][O:28][CH2:27][CH2:26]3)=[O:19])=[N:14][CH:15]=[CH:16][N:17]=2)(=[O:9])=[O:10])=[CH:4][C:3]=1[C:21]([F:24])([F:22])[F:23], predict the reactants needed to synthesize it. The reactants are: [Cl:1][C:2]1[CH:7]=[CH:6][C:5]([S:8]([NH:11][C:12]2[C:13]([C:18](O)=[O:19])=[N:14][CH:15]=[CH:16][N:17]=2)(=[O:10])=[O:9])=[CH:4][C:3]=1[C:21]([F:24])([F:23])[F:22].[NH:25]1[CH2:30][CH2:29][O:28][CH2:27][CH2:26]1.CCN(C(C)C)C(C)C.CCCP1(OP(CCC)(=O)OP(CCC)(=O)O1)=O. (4) Given the product [CH3:1][O:2][C:3](=[O:28])[C:4]1[CH:9]=[CH:8][C:7]([C:10]2[CH2:14][C:13]([C:19]3[CH:24]=[C:23]([Cl:25])[CH:22]=[C:21]([Cl:26])[CH:20]=3)([C:15]([F:18])([F:17])[F:16])[O:12][N:11]=2)=[CH:6][C:5]=1[C:34]([F:36])([F:29])[F:35], predict the reactants needed to synthesize it. The reactants are: [CH3:1][O:2][C:3](=[O:28])[C:4]1[CH:9]=[CH:8][C:7]([C:10]2[CH2:14][C:13]([C:19]3[CH:24]=[C:23]([Cl:25])[CH:22]=[C:21]([Cl:26])[CH:20]=3)([C:15]([F:18])([F:17])[F:16])[O:12][N:11]=2)=[CH:6][C:5]=1I.[F-:29].[K+].COC(=O)[C:34](Cl)([F:36])[F:35].O. (5) Given the product [F:1][C:2]1[C:7]([F:8])=[CH:6][CH:5]=[CH:4][C:3]=1[CH:9]1[CH2:14][C:13](=[O:15])[NH:12][C:11]([CH3:16])=[C:10]1[C:17]([NH:41][C:33]1[CH:34]=[C:35]2[C:39](=[CH:40][C:32]=1[F:31])[NH:38][N:37]=[CH:36]2)=[O:19], predict the reactants needed to synthesize it. The reactants are: [F:1][C:2]1[C:7]([F:8])=[CH:6][CH:5]=[CH:4][C:3]=1[CH:9]1[CH2:14][C:13](=[O:15])[NH:12][C:11]([CH3:16])=[C:10]1[C:17]([OH:19])=O.CN(C=O)C.C(Cl)(=O)C(Cl)=O.[F:31][C:32]1[CH:40]=[C:39]2[C:35]([CH:36]=[N:37][NH:38]2)=[CH:34][C:33]=1[NH2:41]. (6) Given the product [C:1]([O:5][C:6]([NH:8][C@@H:9]([CH2:13][C:14]1[CH:23]=[CH:22][C:21]2[C:16](=[CH:17][CH:18]=[CH:19][CH:20]=2)[CH:15]=1)[C:10]([NH:33][CH3:31])=[O:11])=[O:7])([CH3:4])([CH3:3])[CH3:2], predict the reactants needed to synthesize it. The reactants are: [C:1]([O:5][C:6]([NH:8][C@@H:9]([CH2:13][C:14]1[CH:23]=[CH:22][C:21]2[C:16](=[CH:17][CH:18]=[CH:19][CH:20]=2)[CH:15]=1)[C:10](O)=[O:11])=[O:7])([CH3:4])([CH3:3])[CH3:2].Cl.CN.C1C=CC2N(O)N=[N:33][C:31]=2C=1.C(Cl)CCl.CN1CCOCC1.